This data is from Forward reaction prediction with 1.9M reactions from USPTO patents (1976-2016). The task is: Predict the product of the given reaction. (1) Given the reactants [Br:1][C:2]1[CH:13]=[C:6]2[C:7]([O:9][C:10](=[O:12])[NH:11][C:5]2=[CH:4][CH:3]=1)=[O:8].[H-].[Na+].O.Cl[CH2:18]Cl, predict the reaction product. The product is: [Br:1][C:2]1[CH:3]=[CH:4][C:5]2[N:11]([CH3:18])[C:10](=[O:12])[O:9][C:7](=[O:8])[C:6]=2[CH:13]=1. (2) Given the reactants Cl.[F:2][C:3]([F:32])([F:31])[C:4]1[CH:5]=[C:6]([CH:24]=[C:25]([C:27]([F:30])([F:29])[F:28])[CH:26]=1)[C:7]([N:9]1[CH2:14][CH2:13][NH:12][CH2:11][C@H:10]1[CH2:15][C:16]1[CH:21]=[CH:20][C:19]([Cl:22])=[C:18]([Cl:23])[CH:17]=1)=[O:8].[N+:33]([C:36]1[CH:43]=[CH:42][C:39]([CH2:40]Cl)=[CH:38][CH:37]=1)([O-:35])=[O:34].C(N(CC)CC)C, predict the reaction product. The product is: [F:30][C:27]([F:29])([F:28])[C:25]1[CH:24]=[C:6]([CH:5]=[C:4]([C:3]([F:2])([F:31])[F:32])[CH:26]=1)[C:7]([N:9]1[CH2:14][CH2:13][N:12]([CH2:40][C:39]2[CH:42]=[CH:43][C:36]([N+:33]([O-:35])=[O:34])=[CH:37][CH:38]=2)[CH2:11][C@H:10]1[CH2:15][C:16]1[CH:21]=[CH:20][C:19]([Cl:22])=[C:18]([Cl:23])[CH:17]=1)=[O:8]. (3) Given the reactants [CH2:1]([O:8][C@@H:9]1[C@@H:14]([O:15][CH2:16][C:17]2[CH:22]=[CH:21][CH:20]=[CH:19][CH:18]=2)[C@H:13]([O:23][CH2:24][C:25]2[CH:30]=[CH:29][CH:28]=[CH:27][CH:26]=2)[C@@H:12]([CH2:31][O:32][CH2:33][C:34]2[CH:39]=[CH:38][CH:37]=[CH:36][CH:35]=2)[O:11][CH:10]1[C:40]1[C:48]2[O:47][CH2:46][CH2:45][C:44]=2[C:43]([Cl:49])=[C:42]([CH2:50][O:51][Si](C(C)(C)C)(C2C=CC=CC=2)C2C=CC=CC=2)[CH:41]=1)[C:2]1[CH:7]=[CH:6][CH:5]=[CH:4][CH:3]=1.[F-].C([N+](CCCC)(CCCC)CCCC)CCC, predict the reaction product. The product is: [CH2:1]([O:8][C@@H:9]1[C@@H:14]([O:15][CH2:16][C:17]2[CH:22]=[CH:21][CH:20]=[CH:19][CH:18]=2)[C@H:13]([O:23][CH2:24][C:25]2[CH:30]=[CH:29][CH:28]=[CH:27][CH:26]=2)[C@@H:12]([CH2:31][O:32][CH2:33][C:34]2[CH:35]=[CH:36][CH:37]=[CH:38][CH:39]=2)[O:11][CH:10]1[C:40]1[C:48]2[O:47][CH2:46][CH2:45][C:44]=2[C:43]([Cl:49])=[C:42]([CH2:50][OH:51])[CH:41]=1)[C:2]1[CH:7]=[CH:6][CH:5]=[CH:4][CH:3]=1. (4) Given the reactants [O:1]1[C:6]2[CH:7]=[CH:8][C:9]([N:11]3[CH2:15][C@H:14]([CH2:16][OH:17])[O:13][C:12]3=[O:18])=[CH:10][C:5]=2[O:4][CH2:3][CH2:2]1.[CH2:19]([Sn:23]([CH2:32][CH2:33][CH2:34][CH3:35])([CH2:28][CH2:29][CH2:30][CH3:31])[CH:24]=[CH:25][CH2:26]Cl)[CH2:20][CH2:21][CH3:22].[H-].[Na+].[CH3:38]N(C=O)C, predict the reaction product. The product is: [CH2:19]([Sn:23]([CH2:32][CH2:33][CH2:34][CH3:35])([CH2:28][CH2:29][CH2:30][CH2:31][CH3:38])[CH:24]=[CH:25][CH2:26][O:17][CH2:16][CH:14]1[O:13][C:12](=[O:18])[N:11]([C:9]2[CH:8]=[CH:7][C:6]3[O:1][CH2:2][CH2:3][O:4][C:5]=3[CH:10]=2)[CH2:15]1)[CH2:20][CH2:21][CH3:22]. (5) Given the reactants Br[C:2]1[CH:7]=[CH:6][C:5]([CH3:8])=[CH:4][N:3]=1.C([Li])CCC.[CH2:14]([Sn:18](Cl)([CH2:23][CH2:24][CH2:25][CH3:26])[CH2:19][CH2:20][CH2:21][CH3:22])[CH2:15][CH2:16][CH3:17], predict the reaction product. The product is: [CH3:8][C:5]1[CH:6]=[CH:7][C:2]([Sn:18]([CH2:19][CH2:20][CH2:21][CH3:22])([CH2:23][CH2:24][CH2:25][CH3:26])[CH2:14][CH2:15][CH2:16][CH3:17])=[N:3][CH:4]=1. (6) Given the reactants [O:1]1[C:10]2[C:5](=[CH:6][C:7]([C:11]3[C:16]([CH:17]([OH:22])[C:18]([O:20][CH3:21])=[O:19])=[C:15]([CH3:23])[N:14]=[C:13]4[NH:24][CH:25]=[CH:26][C:12]=34)=[CH:8][CH:9]=2)[CH2:4][CH2:3][CH2:2]1.Cl(O)(=O)(=O)=O, predict the reaction product. The product is: [C:5]([O:22][CH:17]([C:16]1[C:11]([C:7]2[CH:6]=[C:5]3[C:10](=[CH:9][CH:8]=2)[O:1][CH2:2][CH2:3][CH2:4]3)=[C:12]2[CH:26]=[CH:25][NH:24][C:13]2=[N:14][C:15]=1[CH3:23])[C:18]([O:20][CH3:21])=[O:19])([CH3:10])([CH3:6])[CH3:4]. (7) Given the reactants [CH2:1]([O:3][C:4]([C:6]1[NH:7][N:8]=[C:9]([CH2:11][CH2:12][CH3:13])[CH:10]=1)=[O:5])[CH3:2].C([O-])([O-])=O.[K+].[K+].Cl[CH2:21][C:22]([N:24]1[CH2:29][CH2:28][N:27]([C:30]2[CH:35]=[CH:34][C:33]([F:36])=[CH:32][CH:31]=2)[CH2:26][CH2:25]1)=[O:23].CN(C=O)C, predict the reaction product. The product is: [CH2:1]([O:3][C:4]([C:6]1[CH:10]=[C:9]([CH2:11][CH2:12][CH3:13])[N:8]([CH2:21][C:22]([N:24]2[CH2:25][CH2:26][N:27]([C:30]3[CH:35]=[CH:34][C:33]([F:36])=[CH:32][CH:31]=3)[CH2:28][CH2:29]2)=[O:23])[N:7]=1)=[O:5])[CH3:2].